From a dataset of Catalyst prediction with 721,799 reactions and 888 catalyst types from USPTO. Predict which catalyst facilitates the given reaction. Product: [OH:13][C:11]1([CH2:12][N:25]([CH:26]([C:29]2[CH:34]=[CH:33][CH:32]=[CH:31][CH:30]=2)[CH2:27][OH:28])[CH2:24][C:21]2[CH:20]=[CH:19][C:18]([O:17][CH3:16])=[CH:23][CH:22]=2)[CH2:14][CH2:15][N:8]([C:6]([O:5][C:1]([CH3:4])([CH3:3])[CH3:2])=[O:7])[CH2:9][CH2:10]1. Reactant: [C:1]([O:5][C:6]([N:8]1[CH2:15][CH2:14][C:11]2([O:13][CH2:12]2)[CH2:10][CH2:9]1)=[O:7])([CH3:4])([CH3:3])[CH3:2].[CH3:16][O:17][C:18]1[CH:23]=[CH:22][C:21]([CH2:24][NH:25][CH:26]([C:29]2[CH:34]=[CH:33][CH:32]=[CH:31][CH:30]=2)[CH2:27][OH:28])=[CH:20][CH:19]=1. The catalyst class is: 8.